Dataset: Full USPTO retrosynthesis dataset with 1.9M reactions from patents (1976-2016). Task: Predict the reactants needed to synthesize the given product. (1) Given the product [CH3:16][O:15][C:12]1[N:11]=[CH:10][C:9]([NH:8][C:5]2[C:4]([C:17]3[N:22]=[C:21]([CH3:23])[N:20]=[C:19]([NH2:24])[N:18]=3)=[CH:3][C:2]([C:51]3[CH2:56][CH2:55][NH:54][CH2:53][CH:52]=3)=[CH:7][N:6]=2)=[CH:14][CH:13]=1, predict the reactants needed to synthesize it. The reactants are: Cl[C:2]1[CH:3]=[C:4]([C:17]2[N:22]=[C:21]([CH3:23])[N:20]=[C:19]([N:24](CC3C=CC(OC)=CC=3)CC3C=CC(OC)=CC=3)[N:18]=2)[C:5]([NH:8][C:9]2[CH:10]=[N:11][C:12]([O:15][CH3:16])=[CH:13][CH:14]=2)=[N:6][CH:7]=1.CC1(C)C(C)(C)OB([C:51]2[CH2:56][CH2:55][N:54](C(OC(C)(C)C)=O)[CH2:53][CH:52]=2)O1. (2) The reactants are: [Cl:1][C:2]1[CH:3]=[C:4]2[NH:11][C@@H:10]([CH3:12])[CH2:9][N:5]2[C:6](=[O:8])[N:7]=1.[C:13](O[C:13]([O:15][C:16]([CH3:19])([CH3:18])[CH3:17])=[O:14])([O:15][C:16]([CH3:19])([CH3:18])[CH3:17])=[O:14]. Given the product [Cl:1][C:2]1[CH:3]=[C:4]2[N:11]([C:13]([O:15][C:16]([CH3:19])([CH3:18])[CH3:17])=[O:14])[C@@H:10]([CH3:12])[CH2:9][N:5]2[C:6](=[O:8])[N:7]=1, predict the reactants needed to synthesize it. (3) The reactants are: [NH2:1][CH2:2][CH2:3][S:4][S:5][CH2:6][CH2:7][NH:8][C:9](=[O:29])[CH2:10][CH2:11][CH2:12]/[CH:13]=[CH:14]\[CH2:15]/[CH:16]=[CH:17]\[CH2:18]/[CH:19]=[CH:20]\[CH2:21]/[CH:22]=[CH:23]\[CH2:24]/[CH:25]=[CH:26]\[CH2:27][CH3:28].[C:30]1(=[O:36])[O:35][C:33](=[O:34])[CH2:32][CH2:31]1.CCN(CC)CC.Cl. Given the product [C:9]([NH:8][CH2:7][CH2:6][S:5][S:4][CH2:3][CH2:2][NH:1][C:30](=[O:36])[CH2:31][CH2:32][C:33]([OH:35])=[O:34])(=[O:29])[CH2:10][CH2:11][CH2:12]/[CH:13]=[CH:14]\[CH2:15]/[CH:16]=[CH:17]\[CH2:18]/[CH:19]=[CH:20]\[CH2:21]/[CH:22]=[CH:23]\[CH2:24]/[CH:25]=[CH:26]\[CH2:27][CH3:28], predict the reactants needed to synthesize it. (4) Given the product [N:1]1[CH:6]=[CH:5][C:4]([CH:7]([OH:8])[CH3:9])=[CH:3][CH:2]=1, predict the reactants needed to synthesize it. The reactants are: [N:1]1[CH:6]=[CH:5][C:4]([CH:7]=[O:8])=[CH:3][CH:2]=1.[CH3:9][Mg]Br. (5) Given the product [CH3:33][O:26][C:25](=[O:27])[CH2:24][C:13]1[C:14]2[C:19](=[CH:18][C:17]([O:20][CH3:21])=[C:16]([O:22][CH3:23])[CH:15]=2)[C:10]([CH2:9][C:8]2[CH:28]=[CH:29][CH:30]=[C:6]([O:5][CH:1]([CH2:3][CH3:4])[CH3:2])[CH:7]=2)=[N:11][CH:12]=1, predict the reactants needed to synthesize it. The reactants are: [CH:1]([O:5][C:6]1[CH:7]=[C:8]([CH:28]=[CH:29][CH:30]=1)[CH2:9][C:10]1[C:19]2[C:14](=[CH:15][C:16]([O:22][CH3:23])=[C:17]([O:20][CH3:21])[CH:18]=2)[C:13]([CH2:24][C:25]([OH:27])=[O:26])=[CH:12][N:11]=1)([CH2:3][CH3:4])[CH3:2].[N+](=[CH2:33])=[N-].